From a dataset of Forward reaction prediction with 1.9M reactions from USPTO patents (1976-2016). Predict the product of the given reaction. (1) Given the reactants [Si]([O:18][C:19]1[CH:58]=[CH:57][C:22]([O:23][CH2:24][C@@H:25]([OH:56])[CH2:26][NH:27][CH2:28][CH2:29][C:30]2[CH:55]=[CH:54][C:33]([NH:34][CH:35]3[CH2:40][CH2:39][N:38]([C:41]([C:43]4[S:44][C:45]5[CH:53]=[CH:52][CH:51]=[CH:50][C:46]=5[C:47]=4[O:48][CH3:49])=[O:42])[CH2:37][CH2:36]3)=[CH:32][CH:31]=2)=[CH:21][CH:20]=1)(C(C)(C)C)(C1C=CC=CC=1)C1C=CC=CC=1, predict the reaction product. The product is: [OH:56][C@H:25]([CH2:24][O:23][C:22]1[CH:21]=[CH:20][C:19]([OH:18])=[CH:58][CH:57]=1)[CH2:26][NH:27][CH2:28][CH2:29][C:30]1[CH:55]=[CH:54][C:33]([NH:34][CH:35]2[CH2:36][CH2:37][N:38]([C:41]([C:43]3[S:44][C:45]4[CH:53]=[CH:52][CH:51]=[CH:50][C:46]=4[C:47]=3[O:48][CH3:49])=[O:42])[CH2:39][CH2:40]2)=[CH:32][CH:31]=1. (2) Given the reactants [Br:1][C:2]1[CH:3]=[C:4]([C:8]2[C:9]3[N:10]([C:24]([CH2:27][CH3:28])=[CH:25][CH:26]=3)[N:11]=[C:12]([CH2:22]O)[C:13]=2[CH2:14][CH2:15][CH2:16][C:17]([O:19][CH2:20][CH3:21])=[O:18])[CH:5]=[N:6][CH:7]=1.C(P(CCCC)CCCC)CCC.[O:42]1[CH2:46][CH2:45][NH:44][C:43]1=[O:47].N(C(N1CCCCC1)=O)=NC(N1CCCCC1)=O, predict the reaction product. The product is: [Br:1][C:2]1[CH:3]=[C:4]([C:8]2[C:9]3[N:10]([C:24]([CH2:27][CH3:28])=[CH:25][CH:26]=3)[N:11]=[C:12]([CH2:22][N:44]3[CH2:45][CH2:46][O:42][C:43]3=[O:47])[C:13]=2[CH2:14][CH2:15][CH2:16][C:17]([O:19][CH2:20][CH3:21])=[O:18])[CH:5]=[N:6][CH:7]=1. (3) The product is: [F:19][C:20]1[CH:25]=[CH:24][C:23]([C:2]2[N:6]3[N:7]=[CH:8][CH:9]=[N:10][C:5]3=[N:4][CH:3]=2)=[CH:22][C:21]=1[C:35]1[C:36]([C:41]#[N:42])=[CH:37][CH:38]=[CH:39][CH:40]=1. Given the reactants Br[C:2]1[N:6]2[N:7]=[CH:8][CH:9]=[N:10][C:5]2=[N:4][CH:3]=1.P([O-])([O-])([O-])=O.[K+].[K+].[K+].[F:19][C:20]1[CH:25]=[CH:24][C:23](B2OC(C)(C)C(C)(C)O2)=[CH:22][C:21]=1[C:35]1[C:36]([C:41]#[N:42])=[CH:37][CH:38]=[CH:39][CH:40]=1, predict the reaction product.